Predict the reactants needed to synthesize the given product. From a dataset of Full USPTO retrosynthesis dataset with 1.9M reactions from patents (1976-2016). (1) Given the product [Br:1][C:2]1[CH:3]=[C:4]([C:8]([OH:10])([CH3:9])[C:13]([F:16])([F:15])[F:14])[CH:5]=[N:6][CH:7]=1, predict the reactants needed to synthesize it. The reactants are: [Br:1][C:2]1[CH:3]=[C:4]([C:8](=[O:10])[CH3:9])[CH:5]=[N:6][CH:7]=1.C[Si](C)(C)[C:13]([F:16])([F:15])[F:14].Cl.C([O-])([O-])=O.[Na+].[Na+]. (2) Given the product [OH:6][C@H:5]([CH2:4][OH:3])[CH2:7][O:8][C:9]1[N:14]=[C:13]([CH3:15])[C:12]([C:16]2[C:17]([CH3:43])=[C:18]([CH:40]=[CH:41][CH:42]=2)[CH2:19][O:20][C:21]2[CH:22]=[CH:23][C:24]3[CH:25]([CH2:34][C:35]([O:37][CH2:38][CH3:39])=[O:36])[C:26]4[C:31]([C:32]=3[CH:33]=2)=[CH:30][CH:29]=[CH:28][CH:27]=4)=[C:11]([CH3:44])[N:10]=1, predict the reactants needed to synthesize it. The reactants are: CC1(C)[O:6][C@@H:5]([CH2:7][O:8][C:9]2[N:14]=[C:13]([CH3:15])[C:12]([C:16]3[C:17]([CH3:43])=[C:18]([CH:40]=[CH:41][CH:42]=3)[CH2:19][O:20][C:21]3[CH:22]=[CH:23][C:24]4[CH:25]([CH2:34][C:35]([O:37][CH2:38][CH3:39])=[O:36])[C:26]5[C:31]([C:32]=4[CH:33]=3)=[CH:30][CH:29]=[CH:28][CH:27]=5)=[C:11]([CH3:44])[N:10]=2)[CH2:4][O:3]1.Cl.C(=O)([O-])O.[Na+].